Task: Predict the reactants needed to synthesize the given product.. Dataset: Full USPTO retrosynthesis dataset with 1.9M reactions from patents (1976-2016) (1) Given the product [C:1]12([CH2:11][C:12]([NH:15][N:16]3[C:21](=[O:22])[C:20]4[C:23]5[CH2:30][CH2:29][CH2:28][CH2:27][CH2:26][C:24]=5[S:25][C:19]=4[N:18]=[C:17]3[CH3:31])=[O:13])[CH2:10][CH:5]3[CH2:6][CH:7]([CH2:9][CH:3]([CH2:4]3)[CH2:2]1)[CH2:8]2, predict the reactants needed to synthesize it. The reactants are: [C:1]12([CH2:11][C:12](Cl)=[O:13])[CH2:10][CH:5]3[CH2:6][CH:7]([CH2:9][CH:3]([CH2:4]3)[CH2:2]1)[CH2:8]2.[NH2:15][N:16]1[C:21](=[O:22])[C:20]2[C:23]3[CH2:30][CH2:29][CH2:28][CH2:27][CH2:26][C:24]=3[S:25][C:19]=2[N:18]=[C:17]1[CH3:31]. (2) Given the product [CH3:22][O:21][C:16]1[CH:15]=[C:14]([C:12]2[N:9]=[C:5]3[CH:4]=[C:3]([NH:2][CH3:1])[CH:8]=[CH:7][N:6]3[CH:11]=2)[CH:19]=[CH:18][C:17]=1[CH3:20], predict the reactants needed to synthesize it. The reactants are: [CH3:1][NH:2][C:3]1[CH:8]=[CH:7][N:6]=[C:5]([NH2:9])[CH:4]=1.Br[CH2:11][C:12]([C:14]1[CH:19]=[CH:18][C:17]([CH3:20])=[C:16]([O:21][CH3:22])[CH:15]=1)=O. (3) The reactants are: [Br:1][C:2]1[N:6]([CH2:7][C:8]2[N:13]=[CH:12][CH:11]=[CH:10][N:9]=2)[N:5]=[C:4]([N:14]2C(=O)C3C(=CC=CC=3)C2=O)[CH:3]=1.NCCO. Given the product [Br:1][C:2]1[N:6]([CH2:7][C:8]2[N:13]=[CH:12][CH:11]=[CH:10][N:9]=2)[N:5]=[C:4]([NH2:14])[CH:3]=1, predict the reactants needed to synthesize it. (4) The reactants are: Cl[C:2]1[C:11]2[C:6](=[CH:7][CH:8]=[CH:9][CH:10]=2)[C:5]([CH2:12][C:13]2[CH:18]=[CH:17][N:16]=[CH:15][CH:14]=2)=[N:4][N:3]=1.[NH2:19][C:20]1[CH:21]=[N:22][CH:23]=[CH:24][CH:25]=1.C([O-])(=O)C.C(=O)([O-])[O-].[K+].[K+]. Given the product [N:22]1[CH:23]=[CH:24][CH:25]=[C:20]([NH:19][C:2]2[C:11]3[C:6](=[CH:7][CH:8]=[CH:9][CH:10]=3)[C:5]([CH2:12][C:13]3[CH:18]=[CH:17][N:16]=[CH:15][CH:14]=3)=[N:4][N:3]=2)[CH:21]=1, predict the reactants needed to synthesize it. (5) Given the product [C:1]([O:5][C:6](=[O:26])[CH:7]=[C:8]([O:25][S:44]([C:47]([F:50])([F:49])[F:48])(=[O:46])=[O:45])[CH2:9][CH2:10][CH2:11][CH2:12][CH2:13][CH2:14][C:15]1[CH:24]=[CH:23][C:22]2[CH2:21][CH2:20][CH2:19][NH:18][C:17]=2[N:16]=1)([CH3:4])([CH3:2])[CH3:3], predict the reactants needed to synthesize it. The reactants are: [C:1]([O:5][C:6](=[O:26])[CH2:7][C:8](=[O:25])[CH2:9][CH2:10][CH2:11][CH2:12][CH2:13][CH2:14][C:15]1[CH:24]=[CH:23][C:22]2[CH2:21][CH2:20][CH2:19][NH:18][C:17]=2[N:16]=1)([CH3:4])([CH3:3])[CH3:2].C[Si]([N-][Si](C)(C)C)(C)C.[K+].C1C=CC(N([S:44]([C:47]([F:50])([F:49])[F:48])(=[O:46])=[O:45])[S:44]([C:47]([F:50])([F:49])[F:48])(=[O:46])=[O:45])=CC=1.C(=O)([O-])O.[Na+]. (6) Given the product [C:1]1([C:7]2[N:11]([CH2:12][C:13]3[CH:14]=[CH:15][C:16]([C:19]([F:22])([F:21])[F:20])=[CH:17][CH:18]=3)[C:10]([C:23]3[CH:24]=[C:25]4[C:30](=[CH:31][CH:32]=3)[CH:29]=[C:28]([O:33][CH2:35][C:36]([O:38][CH3:39])=[O:37])[CH:27]=[CH:26]4)=[CH:9][CH:8]=2)[CH:2]=[CH:3][CH:4]=[CH:5][CH:6]=1, predict the reactants needed to synthesize it. The reactants are: [C:1]1([C:7]2[N:11]([CH2:12][C:13]3[CH:18]=[CH:17][C:16]([C:19]([F:22])([F:21])[F:20])=[CH:15][CH:14]=3)[C:10]([C:23]3[CH:24]=[C:25]4[C:30](=[CH:31][CH:32]=3)[CH:29]=[C:28]([OH:33])[CH:27]=[CH:26]4)=[CH:9][CH:8]=2)[CH:6]=[CH:5][CH:4]=[CH:3][CH:2]=1.Br[CH2:35][C:36]([O:38][CH3:39])=[O:37].C(=O)([O-])[O-].[Cs+].[Cs+]. (7) Given the product [O:1]=[C:2]1[C:7]2[CH:8]=[CH:9][CH:10]=[CH:11][C:6]=2[S:5][C:4]([C:12]2[N:17]=[C:16]([CH2:18][CH2:19][CH2:20][O:21][CH2:22][CH2:23][C:24]([OH:26])=[O:25])[CH:15]=[CH:14][CH:13]=2)=[N:3]1, predict the reactants needed to synthesize it. The reactants are: [O:1]=[C:2]1[C:7]2[CH:8]=[CH:9][CH:10]=[CH:11][C:6]=2[S:5][C:4]([C:12]2[N:17]=[C:16]([CH2:18][CH2:19][CH2:20][O:21][CH2:22][CH2:23][C:24]([O:26]C(C)(C)C)=[O:25])[CH:15]=[CH:14][CH:13]=2)=[N:3]1.C(OC(C)C)(C)C. (8) Given the product [Br:1][C:2]1[CH:11]=[C:6]2[C:5](=[CH:4][CH:3]=1)[NH:12][C:13](=[O:22])[C:14]([O:15][C:16]1[CH:21]=[CH:20][CH:19]=[CH:18][CH:17]=1)=[C:7]2[OH:8], predict the reactants needed to synthesize it. The reactants are: [Br:1][C:2]1[CH:3]=[CH:4][C:5]([NH:12][C:13](=[O:22])[CH2:14][O:15][C:16]2[CH:21]=[CH:20][CH:19]=[CH:18][CH:17]=2)=[C:6]([CH:11]=1)[C:7](OC)=[O:8].C[Si]([N-][Si](C)(C)C)(C)C.[K+].O. (9) The reactants are: [NH2:1][C:2]1[CH:3]=[C:4]([C:8]2[C:17]3[C:12](=[C:13]([Cl:18])[CH:14]=[CH:15][CH:16]=3)[N:11]=[CH:10][C:9]=2[C:19]([C:21]2[CH:26]=[CH:25][CH:24]=[CH:23][CH:22]=2)=[O:20])[CH:5]=[CH:6][CH:7]=1.C[O:28][C:29](=[O:39])[CH2:30][C:31]1[CH:36]=[CH:35][CH:34]=[C:33]([CH:37]=O)[CH:32]=1. Given the product [C:19]([C:9]1[CH:10]=[N:11][C:12]2[C:17]([C:8]=1[C:4]1[CH:3]=[C:2]([NH:1][CH2:37][C:33]3[CH:32]=[C:31]([CH2:30][C:29]([OH:39])=[O:28])[CH:36]=[CH:35][CH:34]=3)[CH:7]=[CH:6][CH:5]=1)=[CH:16][CH:15]=[CH:14][C:13]=2[Cl:18])(=[O:20])[C:21]1[CH:26]=[CH:25][CH:24]=[CH:23][CH:22]=1, predict the reactants needed to synthesize it.